This data is from Experimentally validated miRNA-target interactions with 360,000+ pairs, plus equal number of negative samples. The task is: Binary Classification. Given a miRNA mature sequence and a target amino acid sequence, predict their likelihood of interaction. The miRNA is mmu-miR-448-5p with sequence GAACAUCCUGCAUAGUGCUGCC. The protein sequence of the target gene is MAGRSMQAARCPTDELSLTNCAVVNEKDFQSGQHVIVRTSPNHRYTFTLKTHPSVVPGSIAFSLPQRKWAGLSIGQEIEVSLYTFDKAKQCIGTMTIEIDFLQKKSIDSNPYDTDKMAAEFIQQFNNQAFSVGQQLVFSFNEKLFGLLVKDIEAMDPSILKGEPATGKRQKIEVGLVVGNSQVAFEKAENSSLNLIGKAKTKENRQSIINPDWNFEKMGIGGLDKEFSDIFRRAFASRVFPPEIVEQMGCKHVKGILLYGPPGCGKTLLARQIGKMLNAREPKVVNGPEILNKYVGESEA.... Result: 0 (no interaction).